Predict the reactants needed to synthesize the given product. From a dataset of Full USPTO retrosynthesis dataset with 1.9M reactions from patents (1976-2016). Given the product [C:32]([O:31][C:30](=[O:36])[NH:29][S:26](=[O:28])(=[O:27])[NH:25][CH2:24][CH2:23][O:22][NH:21][C:18]([C@@H:13]1[CH2:12][CH2:11][C@@H:10]2[CH2:17][N:14]1[C:15](=[O:16])[N:9]2[O:8][CH2:1][C:2]1[CH:3]=[CH:4][CH:5]=[CH:6][CH:7]=1)=[O:20])([CH3:35])([CH3:33])[CH3:34], predict the reactants needed to synthesize it. The reactants are: [CH2:1]([O:8][N:9]1[C:15](=[O:16])[N:14]2[CH2:17][C@H:10]1[CH2:11][CH2:12][C@H:13]2[C:18]([OH:20])=O)[C:2]1[CH:7]=[CH:6][CH:5]=[CH:4][CH:3]=1.[NH2:21][O:22][CH2:23][CH2:24][NH:25][S:26]([NH:29][C:30](=[O:36])[O:31][C:32]([CH3:35])([CH3:34])[CH3:33])(=[O:28])=[O:27].ON1C2C=CC=CC=2N=N1.Cl.C(N=C=NCCCN(C)C)C.